Predict the reactants needed to synthesize the given product. From a dataset of Full USPTO retrosynthesis dataset with 1.9M reactions from patents (1976-2016). (1) The reactants are: [NH2:1][C:2]1[CH:3]=[C:4]([CH:22]=[CH:23][CH:24]=1)[C:5]([NH:7][CH2:8][CH:9]([OH:21])[CH2:10][N:11]1[CH2:20][CH2:19][C:18]2[C:13](=[CH:14][CH:15]=[CH:16][CH:17]=2)[CH2:12]1)=[O:6].[O:25]1[CH2:30][CH2:29][C:28](=O)[CH2:27][CH2:26]1.CC(O)=O.[BH3-]C#N.[Na+]. Given the product [CH2:12]1[C:13]2[C:18](=[CH:17][CH:16]=[CH:15][CH:14]=2)[CH2:19][CH2:20][N:11]1[CH2:10][CH:9]([OH:21])[CH2:8][NH:7][C:5](=[O:6])[C:4]1[CH:22]=[CH:23][CH:24]=[C:2]([NH:1][CH:28]2[CH2:29][CH2:30][O:25][CH2:26][CH2:27]2)[CH:3]=1, predict the reactants needed to synthesize it. (2) The reactants are: [Cl:1][C:2]1[CH:3]=[CH:4][C:5]([NH:8][C:9]([C:11]2[O:19][C:18]3[C:13](=[N:14][C:15]([NH:20]C(=O)OC(C)(C)C)=[CH:16][CH:17]=3)[C:12]=2[NH:28][C:29]([C@H:31]2[CH2:36][CH2:35][C@H:34]([N:37]3[CH2:41][CH2:40][CH2:39][CH2:38]3)[CH2:33][CH2:32]2)=[O:30])=[O:10])=[N:6][CH:7]=1.Cl.O1CCOCC1.CO. Given the product [NH2:20][C:15]1[N:14]=[C:13]2[C:12]([NH:28][C:29]([C@H:31]3[CH2:36][CH2:35][C@H:34]([N:37]4[CH2:41][CH2:40][CH2:39][CH2:38]4)[CH2:33][CH2:32]3)=[O:30])=[C:11]([C:9]([NH:8][C:5]3[CH:4]=[CH:3][C:2]([Cl:1])=[CH:7][N:6]=3)=[O:10])[O:19][C:18]2=[CH:17][CH:16]=1, predict the reactants needed to synthesize it. (3) Given the product [CH2:34]([N:19]([CH2:17][CH3:18])[CH2:20][CH2:21][NH:22][C:23]([C:25]1[C:29]([CH3:30])=[C:28]([CH:31]=[C:9]2[C:8]3[C:12](=[CH:13][CH:14]=[CH:15][C:7]=3[CH:4]3[CH2:3][CH2:2][NH:1][CH2:6][CH2:5]3)[NH:11][C:10]2=[O:16])[NH:27][C:26]=1[CH3:33])=[O:24])[CH3:35], predict the reactants needed to synthesize it. The reactants are: [NH:1]1[CH2:6][CH2:5][CH:4]([C:7]2[CH:15]=[CH:14][CH:13]=[C:12]3[C:8]=2[CH2:9][C:10](=[O:16])[NH:11]3)[CH2:3][CH2:2]1.[CH2:17]([N:19]([CH2:34][CH3:35])[CH2:20][CH2:21][NH:22][C:23]([C:25]1[C:29]([CH3:30])=[C:28]([CH:31]=O)[NH:27][C:26]=1[CH3:33])=[O:24])[CH3:18]. (4) Given the product [NH3:5].[CH2:35]([N:29]([CH2:28][C:24]1[S:23][C:22]([C:20]2[O:19][N:18]=[C:17]([C:13]3[CH:14]=[C:15]([CH3:16])[C:10]([O:9][CH2:8][C@@H:7]([OH:34])[CH2:6][NH:5][C:3](=[O:4])[CH2:2][OH:1])=[C:11]([CH3:33])[CH:12]=3)[N:21]=2)=[CH:26][C:25]=1[CH3:27])[CH:30]([CH3:31])[CH3:32])[CH3:36], predict the reactants needed to synthesize it. The reactants are: [OH:1][CH2:2][C:3]([NH:5][CH2:6][C@H:7]([OH:34])[CH2:8][O:9][C:10]1[C:15]([CH3:16])=[CH:14][C:13]([C:17]2[N:21]=[C:20]([C:22]3[S:23][C:24]([CH2:28][NH:29][CH:30]([CH3:32])[CH3:31])=[C:25]([CH3:27])[CH:26]=3)[O:19][N:18]=2)=[CH:12][C:11]=1[CH3:33])=[O:4].[CH2:35](I)[CH3:36].CCN(C(C)C)C(C)C. (5) Given the product [N:7]1[CH:9]=[CH:10][N:1]2[CH:6]=[CH:5][N:4]=[CH:3][C:2]=12, predict the reactants needed to synthesize it. The reactants are: [N:1]1[CH:6]=[CH:5][N:4]=[CH:3][C:2]=1[NH2:7].Cl[CH2:9][CH:10]=O.C(=O)(O)[O-].[Na+]. (6) Given the product [S:13]1[CH:17]=[CH:16][C:15]([C:2]2[CH:3]=[CH:4][CH:5]=[C:6]3[C:10]=2[NH:9][C:8](=[O:11])[C:7]3=[O:12])=[CH:14]1, predict the reactants needed to synthesize it. The reactants are: I[C:2]1[CH:3]=[CH:4][CH:5]=[C:6]2[C:10]=1[NH:9][C:8](=[O:11])[C:7]2=[O:12].[S:13]1[CH:17]=[CH:16][C:15](B(O)O)=[CH:14]1. (7) Given the product [F:1][C:2]1[CH:7]=[CH:6][C:5]([C@:8]2([CH2:29][CH2:30][C:31]([NH2:40])=[O:33])[O:13][C:12](=[O:14])[N:11]([C@H:15]([C:17]3[CH:22]=[CH:21][C:20]([O:23][CH2:24][C:25]([F:28])([F:27])[F:26])=[CH:19][CH:18]=3)[CH3:16])[CH2:10][CH2:9]2)=[CH:4][CH:3]=1, predict the reactants needed to synthesize it. The reactants are: [F:1][C:2]1[CH:7]=[CH:6][C:5]([C@:8]2([CH2:29][CH2:30][C:31]([OH:33])=O)[O:13][C:12](=[O:14])[N:11]([C@H:15]([C:17]3[CH:22]=[CH:21][C:20]([O:23][CH2:24][C:25]([F:28])([F:27])[F:26])=[CH:19][CH:18]=3)[CH3:16])[CH2:10][CH2:9]2)=[CH:4][CH:3]=1.C1C=CC2N(O)N=[N:40]C=2C=1.CCN=C=NCCCN(C)C.Cl.CCN(C(C)C)C(C)C.Cl.